This data is from Full USPTO retrosynthesis dataset with 1.9M reactions from patents (1976-2016). The task is: Predict the reactants needed to synthesize the given product. (1) The reactants are: [ClH:1].[N:2]12[CH2:9][CH2:8][CH:5]([CH2:6][CH2:7]1)[CH:4]([NH:10][C:11]([C:13]1[S:14][C:15]3[CH:21]=[CH:20][C:19]([N+:22]([O-])=O)=[CH:18][C:16]=3[CH:17]=1)=[O:12])[CH2:3]2. Given the product [ClH:1].[ClH:1].[N:2]12[CH2:7][CH2:6][CH:5]([CH2:8][CH2:9]1)[CH:4]([NH:10][C:11]([C:13]1[S:14][C:15]3[CH:21]=[CH:20][C:19]([NH2:22])=[CH:18][C:16]=3[CH:17]=1)=[O:12])[CH2:3]2, predict the reactants needed to synthesize it. (2) Given the product [OH:22][C:20]1[CH:21]=[C:16]([CH2:15][CH2:14][C:13]([NH:12][C:8]2[CH:7]=[C:6]([NH:12][C:8]3[CH:9]=[C:49]([CH:11]=[CH:6][CH:7]=3)[C:47]([OH:46])=[O:48])[CH:11]=[CH:10][CH:9]=2)=[O:28])[CH:17]=[C:18]([OH:26])[C:19]=1[OH:24], predict the reactants needed to synthesize it. The reactants are: N#N.COC(=O)[C:6]1[CH:11]=[CH:10][CH:9]=[C:8]([NH:12][C:13](=[O:28])[CH2:14][CH2:15][C:16]2[CH:21]=[C:20]([O:22]C)[C:19]([O:24]C)=[C:18]([O:26]C)[CH:17]=2)[C:7]=1NC1C=CC=CC=1.B(Br)(Br)Br.[Cl-].[Na+].O.CC[O:46][C:47]([CH3:49])=[O:48]. (3) Given the product [N:2]1([C:6]([C:8]2[CH:40]=[CH:39][C:11]([O:12][C:13]3[CH:14]=[C:15]([CH:24]=[C:25]([O:27][C@@H:28]([CH3:38])[CH2:29][OH:30])[CH:26]=3)[C:16]([NH:18][C:19]3[S:20][CH:21]=[CH:22][N:23]=3)=[O:17])=[CH:10][CH:9]=2)=[O:7])[CH2:5][CH2:4][CH2:3]1, predict the reactants needed to synthesize it. The reactants are: Cl.[N:2]1([C:6]([C:8]2[CH:40]=[CH:39][C:11]([O:12][C:13]3[CH:14]=[C:15]([CH:24]=[C:25]([O:27][C@@H:28]([CH3:38])[CH2:29][O:30][Si](C(C)(C)C)(C)C)[CH:26]=3)[C:16]([NH:18][C:19]3[S:20][CH:21]=[CH:22][N:23]=3)=[O:17])=[CH:10][CH:9]=2)=[O:7])[CH2:5][CH2:4][CH2:3]1.C(=O)(O)[O-].[Na+]. (4) Given the product [F:5][C:6]1[CH:13]=[CH:12][CH:11]=[C:10]([F:14])[C:7]=1[CH2:8][N:1]1[CH:17]=[C:16]([C:15]([OH:19])=[O:18])[N:3]=[N:2]1, predict the reactants needed to synthesize it. The reactants are: [N-:1]=[N+:2]=[N-:3].[Na+].[F:5][C:6]1[CH:13]=[CH:12][CH:11]=[C:10]([F:14])[C:7]=1[CH2:8]Cl.[C:15]([OH:19])(=[O:18])[C:16]#[CH:17].[OH-].[Na+]. (5) Given the product [CH:52]1([C:35]([N:32]2[CH2:31][CH2:30][N:29]([C:27]([NH:26][C@@H:14]([C:12]([NH:11][C:9]3[CH:10]=[C:5]([CH2:4][N:2]([CH3:1])[CH3:3])[CH:6]=[CH:7][C:8]=3[O:42][CH2:43][CH3:44])=[O:13])[C@H:15]([C:17]3[C:25]4[C:20](=[CH:21][CH:22]=[CH:23][CH:24]=4)[NH:19][CH:18]=3)[CH3:16])=[O:28])[CH2:34][CH2:33]2)=[O:36])[CH2:54][CH2:53]1, predict the reactants needed to synthesize it. The reactants are: [CH3:1][N:2]([CH2:4][C:5]1[CH:6]=[CH:7][C:8]([O:42][CH2:43][CH3:44])=[C:9]([NH:11][C:12]([C@H:14]([NH:26][C:27]([N:29]2[CH2:34][CH2:33][N:32]([C:35](OC(C)(C)C)=[O:36])[CH2:31][CH2:30]2)=[O:28])[C@H:15]([C:17]2[C:25]3[C:20](=[CH:21][CH:22]=[CH:23][CH:24]=3)[NH:19][CH:18]=2)[CH3:16])=[O:13])[CH:10]=1)[CH3:3].Cl.C(OCC)(=O)C.[CH:52]1(C(O)=O)[CH2:54][CH2:53]1.CCN=C=NCCCN(C)C.C1C=CC2N(O)N=NC=2C=1.C(=O)([O-])O.[Na+].C(N1CCN(C(N[C@@H](C(NC2C=C(CN(C)C)C=CC=2OCC)=O)[C@H](C2C3C(=CC=CC=3)NC=2)C)=O)CC1)(=O)C. (6) Given the product [C:1]([O:10][C:6]1[CH:7]=[C:2]([C:1]([O:10][CH3:11])=[O:9])[CH:3]=[CH:4][N:5]=1)(=[O:9])[CH3:2], predict the reactants needed to synthesize it. The reactants are: [C:1]([O:10][CH3:11])(=[O:9])[C:2]1[CH:7]=[CH:6][N+:5]([O-])=[CH:4][CH:3]=1. (7) Given the product [C:83]([O:81][C:6](=[O:79])[CH2:7][CH2:8][C@H:9]1[NH:49][C:50](=[O:78])[CH2:51][C@@H:52](/[CH:53]=[CH:54]/[CH2:55][CH2:56][S:57][C:58]([C:71]2[CH:76]=[CH:75][CH:74]=[CH:73][CH:72]=2)([C:59]2[CH:60]=[CH:61][CH:62]=[CH:63][CH:64]=2)[C:65]2[CH:70]=[CH:69][CH:68]=[CH:67][CH:66]=2)[O:77][C:42](=[O:43])[CH2:41][NH:40][C:39](=[O:46])[C:36]2([CH2:37][CH2:38]2)[NH:35][C:34](=[O:47])[C@@H:12]([CH2:13][S:14][C:15]([C:16]2[CH:17]=[CH:18][CH:19]=[CH:20][CH:21]=2)([C:22]2[CH:23]=[CH:24][CH:25]=[CH:26][CH:27]=2)[C:28]2[CH:33]=[CH:32][CH:31]=[CH:30][CH:29]=2)[NH:11][C:10]1=[O:48])([CH3:88])([CH3:84])[CH3:82], predict the reactants needed to synthesize it. The reactants are: C(O[C:6](=[O:79])[CH2:7][CH2:8][C@@H:9]([NH:49][C:50](=[O:78])[CH2:51][C@H:52]([OH:77])/[CH:53]=[CH:54]/[CH2:55][CH2:56][S:57][C:58]([C:71]1[CH:76]=[CH:75][CH:74]=[CH:73][CH:72]=1)([C:65]1[CH:70]=[CH:69][CH:68]=[CH:67][CH:66]=1)[C:59]1[CH:64]=[CH:63][CH:62]=[CH:61][CH:60]=1)[C:10](=[O:48])[NH:11][C@@H:12]([C:34](=[O:47])[NH:35][C:36]1([C:39](=[O:46])[NH:40][CH2:41][C:42](OC)=[O:43])[CH2:38][CH2:37]1)[CH2:13][S:14][C:15]([C:28]1[CH:33]=[CH:32][CH:31]=[CH:30][CH:29]=1)([C:22]1[CH:27]=[CH:26][CH:25]=[CH:24][CH:23]=1)[C:16]1[CH:21]=[CH:20][CH:19]=[CH:18][CH:17]=1)(C)(C)C.[Li+].[OH-:81].[CH3:82][C:83]1[CH:88]=CC=C([N+]([O-])=O)[C:84]=1C(O[C:82]([C:83]1[C:88]([N+]([O-])=O)=CC=C[C:84]=1C)=O)=O. (8) Given the product [NH2:19][CH:16]1[CH:17]2[CH:15]1[CH2:14][N:13]([C:11]([C:9]1[S:10][C:3]3[C:4](=[N:5][CH:6]=[CH:7][C:2]=3[NH:32][C:28]3[CH:29]=[C:30]4[C:25](=[CH:26][CH:27]=3)[NH:24][C:23]([CH3:22])=[CH:31]4)[CH:8]=1)=[O:12])[CH2:18]2, predict the reactants needed to synthesize it. The reactants are: Cl[C:2]1[CH:7]=[CH:6][N:5]=[C:4]2[CH:8]=[C:9]([C:11]([N:13]3[CH2:18][CH:17]4[CH:15]([CH:16]4[N:19](C)C)[CH2:14]3)=[O:12])[S:10][C:3]=12.[CH3:22][C:23]1[NH:24][C:25]2[C:30]([CH:31]=1)=[CH:29][C:28]([NH2:32])=[CH:27][CH:26]=2. (9) Given the product [CH:13]([C:17]1[C:18]([NH:5][CH:2]([CH3:4])[CH3:3])=[N:19][C:20]([N:27]2[CH:31]=[CH:30][CH:29]=[N:28]2)=[N:21][C:22]=1[C:23]([F:26])([F:25])[F:24])([CH2:15][CH3:16])[CH3:14], predict the reactants needed to synthesize it. The reactants are: Cl.[CH:2]([NH2:5])([CH3:4])[CH3:3].C(N(CC)CC)C.[CH:13]([C:17]1[C:18](Cl)=[N:19][C:20]([N:27]2[CH:31]=[CH:30][CH:29]=[N:28]2)=[N:21][C:22]=1[C:23]([F:26])([F:25])[F:24])([CH2:15][CH3:16])[CH3:14].C([O-])(=O)C.[Na+].[H][H].